This data is from Catalyst prediction with 721,799 reactions and 888 catalyst types from USPTO. The task is: Predict which catalyst facilitates the given reaction. (1) Reactant: Cl[C:2]1[C:11]2[C:6](=[CH:7][CH:8]=[CH:9][CH:10]=2)[N:5]=[CH:4][N:3]=1.[C:12]([C:16]1[CH:23]=[CH:22][C:19]([CH2:20][NH2:21])=[CH:18][CH:17]=1)([CH3:15])([CH3:14])[CH3:13].C(N(CC)C(C)C)(C)C.FC(F)(F)C(O)=O. Product: [C:12]([C:16]1[CH:17]=[CH:18][C:19]([CH2:20][NH:21][C:2]2[C:11]3[C:6](=[CH:7][CH:8]=[CH:9][CH:10]=3)[N:5]=[CH:4][N:3]=2)=[CH:22][CH:23]=1)([CH3:15])([CH3:13])[CH3:14]. The catalyst class is: 60. (2) Reactant: C1(N2C(=O)C3C=CC(OCC4C=C(B(O)O)C=CC=4)=CC=3S2)CCCC1.IC1C=CC(OC)=C(C=1)C(OC)=O.[CH:40]1([N:45]2[C:49](=[O:50])[C:48]3[CH:51]=[CH:52][C:53]([O:55][CH2:56][C:57]4[CH:58]=[C:59]([C:63]5[CH:68]=[CH:67][C:66]([O:69][CH3:70])=[C:65]([C:71]([O:73]C)=[O:72])[CH:64]=5)[CH:60]=[CH:61][CH:62]=4)=[CH:54][C:47]=3[S:46]2)[CH2:44][CH2:43][CH2:42][CH2:41]1.[Li+].[I-]. Product: [CH:40]1([N:45]2[C:49](=[O:50])[C:48]3[CH:51]=[CH:52][C:53]([O:55][CH2:56][C:57]4[CH:58]=[C:59]([C:63]5[CH:68]=[CH:67][C:66]([O:69][CH3:70])=[C:65]([C:71]([OH:73])=[O:72])[CH:64]=5)[CH:60]=[CH:61][CH:62]=4)=[CH:54][C:47]=3[S:46]2)[CH2:41][CH2:42][CH2:43][CH2:44]1. The catalyst class is: 17. (3) Reactant: Cl[C:2]1[N:7]=[C:6]([NH:8][CH:9]2[CH2:11][CH2:10]2)[N:5]=[C:4]([C:12]2[CH:13]=[C:14]([Cl:18])[CH:15]=[N:16][CH:17]=2)[C:3]=1[C:19]#[N:20].[SH:21][CH2:22][C:23]([NH2:25])=[O:24].[O-]CC.[Na+]. Product: [NH2:20][C:19]1[C:3]2[C:4]([C:12]3[CH:13]=[C:14]([Cl:18])[CH:15]=[N:16][CH:17]=3)=[N:5][C:6]([NH:8][CH:9]3[CH2:11][CH2:10]3)=[N:7][C:2]=2[S:21][C:22]=1[C:23]([NH2:25])=[O:24]. The catalyst class is: 8. (4) Reactant: [H-].[Na+].[F:3][C:4]([F:37])([F:36])[O:5][C:6]1[CH:11]=[CH:10][C:9](/[CH:12]=[CH:13]/[C:14]2[O:15][CH:16]=[C:17]([CH2:19][O:20][C:21]3[CH:26]=[CH:25][C:24]([CH2:27][CH2:28][CH2:29][CH2:30][C:31]4[N:32]=[N:33][NH:34][CH:35]=4)=[CH:23][CH:22]=3)[N:18]=2)=[CH:8][CH:7]=1.Cl.Cl[CH2:40][CH2:41][N:42]1[CH2:47][CH2:46][O:45][CH2:44][CH2:43]1. Product: [F:37][C:4]([F:36])([F:3])[O:5][C:6]1[CH:11]=[CH:10][C:9](/[CH:12]=[CH:13]/[C:14]2[O:15][CH:16]=[C:17]([CH2:19][O:20][C:21]3[CH:26]=[CH:25][C:24]([CH2:27][CH2:28][CH2:29][CH2:30][C:31]4[CH:35]=[N:34][N:33]([CH2:40][CH2:41][N:42]5[CH2:47][CH2:46][O:45][CH2:44][CH2:43]5)[N:32]=4)=[CH:23][CH:22]=3)[N:18]=2)=[CH:8][CH:7]=1. The catalyst class is: 3. (5) Reactant: FC(F)(F)C(O)=O.[CH:8]1([NH:11][C:12]([NH:14][C:15]2[CH:20]=[CH:19][C:18]([C:21]3[N:22]=[C:23]([N:31]4[CH2:36][CH2:35][O:34][CH2:33][C@@H:32]4[CH3:37])[C:24]4[CH2:30][CH2:29][NH:28][CH2:27][C:25]=4[N:26]=3)=[CH:17][CH:16]=2)=[O:13])[CH2:10][CH2:9]1.CCN(C(C)C)C(C)C.[CH:47]1([C:50](Cl)=[O:51])[CH2:49][CH2:48]1. Product: [CH:47]1([C:50]([N:28]2[CH2:29][CH2:30][C:24]3[C:23]([N:31]4[CH2:36][CH2:35][O:34][CH2:33][C@@H:32]4[CH3:37])=[N:22][C:21]([C:18]4[CH:17]=[CH:16][C:15]([NH:14][C:12]([NH:11][CH:8]5[CH2:9][CH2:10]5)=[O:13])=[CH:20][CH:19]=4)=[N:26][C:25]=3[CH2:27]2)=[O:51])[CH2:49][CH2:48]1. The catalyst class is: 2.